Dataset: Catalyst prediction with 721,799 reactions and 888 catalyst types from USPTO. Task: Predict which catalyst facilitates the given reaction. (1) Reactant: [CH3:1][C:2]([CH3:29])([CH3:28])[CH2:3][O:4][C:5]1([C:8]2[CH:13]=[CH:12][C:11]([C:14]#[C:15][C:16]3[CH:26]=[CH:25][C:19]([C:20]([O:22]CC)=[O:21])=[CH:18][CH:17]=3)=[CH:10][C:9]=2[CH3:27])[CH2:7][CH2:6]1.[OH-].[Na+]. Product: [CH3:1][C:2]([CH3:29])([CH3:28])[CH2:3][O:4][C:5]1([C:8]2[CH:13]=[CH:12][C:11]([C:14]#[C:15][C:16]3[CH:17]=[CH:18][C:19]([C:20]([OH:22])=[O:21])=[CH:25][CH:26]=3)=[CH:10][C:9]=2[CH3:27])[CH2:7][CH2:6]1. The catalyst class is: 199. (2) Reactant: [CH:1]1[CH:6]=[C:5]([Cl:7])[C:4]([Cl:8])=[C:3]([C:9]2[N:14]=[N:13][C:12]([NH2:15])=[N:11][C:10]=2[NH2:16])[CH:2]=1.ClC1C(Cl)=CC=CC=1C(C#N)=O.ClC1C(Cl)=CC=CC=1C(OC(=O)C1C=CC=C(Cl)C=1Cl)=O.C(=O)(O)O.NNC(N)=N. Product: [Cl:8][C:4]1[C:5]([Cl:7])=[CH:6][CH:1]=[CH:2][C:3]=1/[C:9](=[N:14]/[NH:13][C:12]([NH2:15])=[NH:11])/[C:10]#[N:16]. The catalyst class is: 65. (3) Reactant: [F:1][CH:2]([F:37])[C:3]1[N:7]([C:8]2[N:13]=[C:12]([N:14]3[CH2:19][CH2:18][O:17][CH2:16][CH2:15]3)[N:11]=[C:10]([N:20]3[CH2:25][CH2:24][N:23]([S:26]([CH:29]=[CH2:30])(=[O:28])=[O:27])[CH2:22][CH2:21]3)[N:9]=2)[C:6]2[CH:31]=[CH:32][CH:33]=[C:34]([O:35][CH3:36])[C:5]=2[N:4]=1.[CH2:38]([NH:40][CH2:41][CH3:42])[CH3:39].O1CCOCC1. Product: [F:37][CH:2]([F:1])[C:3]1[N:7]([C:8]2[N:13]=[C:12]([N:14]3[CH2:15][CH2:16][O:17][CH2:18][CH2:19]3)[N:11]=[C:10]([N:20]3[CH2:21][CH2:22][N:23]([S:26]([CH2:29][CH2:30][N:40]([CH2:41][CH3:42])[CH2:38][CH3:39])(=[O:28])=[O:27])[CH2:24][CH2:25]3)[N:9]=2)[C:6]2[CH:31]=[CH:32][CH:33]=[C:34]([O:35][CH3:36])[C:5]=2[N:4]=1. The catalyst class is: 1. (4) Reactant: [C:1]([NH:4][NH:5][C:6]([C:8]1([CH3:22])[CH2:12][O:11][C:10]([CH3:14])([CH3:13])[N:9]1[C:15]([O:17][C:18]([CH3:21])([CH3:20])[CH3:19])=[O:16])=O)(=[O:3])[CH3:2].CC[N+](S(N=C(OC)[O-])(=O)=O)(CC)CC. Product: [CH3:13][C:10]1([CH3:14])[N:9]([C:15]([O:17][C:18]([CH3:21])([CH3:19])[CH3:20])=[O:16])[C:8]([CH3:22])([C:6]2[O:3][C:1]([CH3:2])=[N:4][N:5]=2)[CH2:12][O:11]1. The catalyst class is: 68. (5) Reactant: [C:1]([C:5]1[N:9]=[C:8]([C:10]2[CH:15]=[C:14](Cl)[C:13]([CH:17]3[CH2:19][CH2:18]3)=[CH:12][N:11]=2)[O:7][N:6]=1)([CH3:4])([CH3:3])[CH3:2].[F:20][C:21]([F:26])([F:25])[C@H:22]([OH:24])[CH3:23].[H-].[Na+]. Product: [C:1]([C:5]1[N:9]=[C:8]([C:10]2[CH:15]=[C:14]([O:24][C@H:22]([CH3:23])[C:21]([F:26])([F:25])[F:20])[C:13]([CH:17]3[CH2:19][CH2:18]3)=[CH:12][N:11]=2)[O:7][N:6]=1)([CH3:4])([CH3:3])[CH3:2]. The catalyst class is: 3. (6) The catalyst class is: 29. Reactant: C([O:8][C:9]1[CH:29]=[CH:28][C:12]([O:13][CH2:14][CH2:15][C:16]2[N:17]=[C:18]([C:22]3[CH:27]=[CH:26][CH:25]=[CH:24][CH:23]=3)[O:19][C:20]=2[CH3:21])=[C:11]([CH2:30][CH2:31][CH3:32])[CH:10]=1)C1C=CC=CC=1.[H][H]. Product: [CH2:30]([C:11]1[CH:10]=[C:9]([OH:8])[CH:29]=[CH:28][C:12]=1[O:13][CH2:14][CH2:15][C:16]1[N:17]=[C:18]([C:22]2[CH:27]=[CH:26][C:25]([C:9]3[CH:29]=[CH:28][CH:12]=[CH:11][CH:10]=3)=[CH:24][CH:23]=2)[O:19][C:20]=1[CH3:21])[CH2:31][CH3:32].